From a dataset of Forward reaction prediction with 1.9M reactions from USPTO patents (1976-2016). Predict the product of the given reaction. (1) Given the reactants [CH2:1]1[O:9][C:8]2[CH:7]=[CH:6][C:5]([N:10]=[C:11]=[O:12])=[CH:4][C:3]=2[O:2]1.[CH3:13][C:14]1[CH:22]=[CH:21][CH:20]=[C:19]2[C:15]=1[CH2:16][NH:17][CH2:18]2, predict the reaction product. The product is: [CH2:1]1[O:9][C:8]2[CH:7]=[CH:6][C:5]([NH:10][C:11]([N:17]3[CH2:16][C:15]4[C:19](=[CH:20][CH:21]=[CH:22][C:14]=4[CH3:13])[CH2:18]3)=[O:12])=[CH:4][C:3]=2[O:2]1. (2) The product is: [Cl:1][C:2]1[C:3]([F:10])=[C:4]([CH:5]=[CH:6][CH:7]=1)[CH2:8][NH:9][C:15](=[NH:18])[CH:14]([O:19][CH2:20][CH3:21])[O:13][CH2:11][CH3:12]. Given the reactants [Cl:1][C:2]1[C:3]([F:10])=[C:4]([CH2:8][NH2:9])[CH:5]=[CH:6][CH:7]=1.[CH2:11]([O:13][CH:14]([O:19][CH2:20][CH3:21])[C:15](=[NH:18])OC)[CH3:12], predict the reaction product. (3) Given the reactants [CH3:1][O:2][C:3]([NH:5][C@H:6]([C:10]([N:12]1[CH2:16][CH2:15][CH2:14][C@@H:13]1[C:17]1[NH:18][C:19]([C:22]2[CH:23]=[CH:24][C:25]3[C:54]4[C:30](=[C:31]5[C:51](=[CH:52][CH:53]=4)[C:35]4[N:36]=[C:37]([C@@H:39]6[CH2:43][CH2:42][CH2:41][N:40]6C(OC(C)(C)C)=O)[NH:38][C:34]=4[CH:33]=[CH:32]5)[O:29][CH2:28][C:26]=3[CH:27]=2)=[CH:20][N:21]=1)=[O:11])[CH:7]([CH3:9])[CH3:8])=[O:4].Cl.[CH3:56][O:57][C:58]([NH:60][C@H:61]([C:65]1[CH:70]=[CH:69][CH:68]=[CH:67][CH:66]=1)[C:62]([OH:64])=O)=[O:59].CCOC(C(C#N)=NOC(N1CCOCC1)=[N+](C)C)=O.F[P-](F)(F)(F)(F)F.C(N(C(C)C)CC)(C)C, predict the reaction product. The product is: [CH3:56][O:57][C:58]([NH:60][C@H:61]([C:65]1[CH:70]=[CH:69][CH:68]=[CH:67][CH:66]=1)[C:62]([N:40]1[CH2:41][CH2:42][CH2:43][C@H:39]1[C:37]1[NH:38][C:34]2[CH:33]=[CH:32][C:31]3[C:51](=[CH:52][CH:53]=[C:54]4[C:25]5[CH:24]=[CH:23][C:22]([C:19]6[NH:18][C:17]([C@H:13]7[CH2:14][CH2:15][CH2:16][N:12]7[C:10](=[O:11])[C@@H:6]([NH:5][C:3](=[O:4])[O:2][CH3:1])[CH:7]([CH3:9])[CH3:8])=[N:21][CH:20]=6)=[CH:27][C:26]=5[CH2:28][O:29][C:30]4=3)[C:35]=2[N:36]=1)=[O:64])=[O:59]. (4) The product is: [C:1]([C:5]1[CH:6]=[CH:7][C:8]([CH2:9][N:10]([CH2:34][CH3:35])[C:11](=[O:33])[CH2:12][O:13][C:14]2[CH:19]=[CH:18][C:17]([CH2:20][CH2:21][O:22][C:23]3[CH:32]=[CH:31][CH:30]=[CH:29][C:24]=3[C:25]([OH:27])=[O:26])=[CH:16][CH:15]=2)=[CH:36][CH:37]=1)([CH3:3])([CH3:2])[CH3:4]. Given the reactants [C:1]([C:5]1[CH:37]=[CH:36][C:8]([CH2:9][N:10]([CH2:34][CH3:35])[C:11](=[O:33])[CH2:12][O:13][C:14]2[CH:19]=[CH:18][C:17]([CH2:20][CH2:21][O:22][C:23]3[CH:32]=[CH:31][CH:30]=[CH:29][C:24]=3[C:25]([O:27]C)=[O:26])=[CH:16][CH:15]=2)=[CH:7][CH:6]=1)([CH3:4])([CH3:3])[CH3:2].O, predict the reaction product. (5) The product is: [C:26](=[O:42])([O:28][CH:29]([C:32]1[CH:37]=[CH:36][CH:35]=[CH:34][C:33]=1[C:38]([F:41])([F:40])[F:39])[CH2:30][NH:31][C:23](=[O:24])[CH2:22][N:10]1[C:11](=[O:21])[N:12]([CH2:13][C:14]2[CH:19]=[CH:18][CH:17]=[CH:16][C:15]=2[F:20])[C:8]([C:5]2[CH:4]=[CH:3][C:2]([Cl:1])=[CH:7][CH:6]=2)=[N:9]1)[NH2:27]. Given the reactants [Cl:1][C:2]1[CH:7]=[CH:6][C:5]([C:8]2[N:12]([CH2:13][C:14]3[CH:19]=[CH:18][CH:17]=[CH:16][C:15]=3[F:20])[C:11](=[O:21])[N:10]([CH2:22][C:23](O)=[O:24])[N:9]=2)=[CH:4][CH:3]=1.[C:26](=[O:42])([O:28][CH:29]([C:32]1[CH:37]=[CH:36][CH:35]=[CH:34][C:33]=1[C:38]([F:41])([F:40])[F:39])[CH2:30][NH2:31])[NH2:27].C(Cl)CCl.C1C=CC2N(O)N=NC=2C=1.Cl, predict the reaction product. (6) The product is: [NH4+:4].[OH-:6].[C:29]([C:28]1[CH:27]=[CH:26][C:25]([NH:24][CH2:23][CH2:22][CH2:21][N:14]2[CH2:15][CH:16]3[O:20][CH:12]([CH2:19][N:18]([CH2:2][CH2:3][NH:4][C:5](=[O:11])[O:6][C:7]([CH3:10])([CH3:9])[CH3:8])[CH2:17]3)[CH2:13]2)=[CH:32][CH:31]=1)#[N:30]. Given the reactants Br[CH2:2][CH2:3][NH:4][C:5](=[O:11])[O:6][C:7]([CH3:10])([CH3:9])[CH3:8].[CH:12]12[O:20][CH:16]([CH2:17][NH:18][CH2:19]1)[CH2:15][N:14]([CH2:21][CH2:22][CH2:23][NH:24][C:25]1[CH:32]=[CH:31][C:28]([C:29]#[N:30])=[CH:27][CH:26]=1)[CH2:13]2.C(N(CC)CC)C, predict the reaction product. (7) Given the reactants Cl.Cl.[Cl:3][C:4]1[C:5]([N:10]2[CH2:15][CH2:14][NH:13][CH2:12][CH2:11]2)=[N:6][CH:7]=[CH:8][N:9]=1.[CH3:16][N:17]1[C:21]([CH3:22])=[C:20]([CH:23]=O)[C:19]([CH3:25])=[N:18]1.C(O[BH-](OC(=O)C)OC(=O)C)(=O)C.[Na+].C(=O)([O-])O.[Na+], predict the reaction product. The product is: [Cl:3][C:4]1[C:5]([N:10]2[CH2:11][CH2:12][N:13]([CH2:23][C:20]3[C:19]([CH3:25])=[N:18][N:17]([CH3:16])[C:21]=3[CH3:22])[CH2:14][CH2:15]2)=[N:6][CH:7]=[CH:8][N:9]=1. (8) Given the reactants Br[CH2:2][CH2:3][CH2:4][O:5][C:6]1[CH:7]=[CH:8][C:9]2[C:13]([C:14]3[CH:19]=[CH:18][C:17]([F:20])=[CH:16][CH:15]=3)=[CH:12][S:11][C:10]=2[CH:21]=1.[CH3:22][O:23][CH2:24][CH2:25][NH:26][CH2:27][CH3:28], predict the reaction product. The product is: [CH2:27]([N:26]([CH2:2][CH2:3][CH2:4][O:5][C:6]1[CH:7]=[CH:8][C:9]2[C:13]([C:14]3[CH:19]=[CH:18][C:17]([F:20])=[CH:16][CH:15]=3)=[CH:12][S:11][C:10]=2[CH:21]=1)[CH2:25][CH2:24][O:23][CH3:22])[CH3:28]. (9) Given the reactants CC1(C)C(C)(C)OB([C:9]2[CH:17]=[C:16]([C:18]([F:21])([F:20])[F:19])[CH:15]=[C:14]3[C:10]=2[CH:11]=[N:12][NH:13]3)O1.Br[C:24]1[C:25]([NH2:32])=[N:26][C:27]([O:30][CH3:31])=[N:28][CH:29]=1.[O:33]1CCOCC1, predict the reaction product. The product is: [C:31]([OH:30])([C:18]([F:21])([F:20])[F:19])=[O:33].[CH3:31][O:30][C:27]1[N:26]=[C:25]([NH2:32])[C:24]([C:9]2[CH:17]=[C:16]([C:18]([F:19])([F:20])[F:21])[CH:15]=[C:14]3[C:10]=2[CH:11]=[N:12][NH:13]3)=[CH:29][N:28]=1. (10) The product is: [Br:11][N:9]1[C:10]2[NH:1][CH2:2][CH2:3][CH2:4][C:5]=2[CH:6]=[CH:7][CH2:8]1. Given the reactants [NH:1]1[C:10]2[C:5](=[CH:6][CH:7]=[CH:8][N:9]=2)[CH2:4][CH2:3][CH2:2]1.[Br:11]N1C(=O)CCC1=O.C([O-])([O-])=O.[K+].[K+], predict the reaction product.